Dataset: Reaction yield outcomes from USPTO patents with 853,638 reactions. Task: Predict the reaction yield, written as a fraction of the theoretical maximum amount of product (1.0 means a 100% yield; for example, 0.34 means a 34% yield). (1) The reactants are [NH:1]1[C:11]2[C:6](=[CH:7][CH:8]=[CH:9][CH:10]=2)[C:4](=[O:5])[C:2]1=[O:3].[H-].[Na+].Br[CH2:15][CH2:16][CH2:17][CH2:18][CH3:19].O. The catalyst is CN(C=O)C. The product is [CH2:15]([N:1]1[C:11]2[C:6](=[CH:7][CH:8]=[CH:9][CH:10]=2)[C:4](=[O:5])[C:2]1=[O:3])[CH2:16][CH2:17][CH2:18][CH3:19]. The yield is 0.620. (2) The reactants are C1(P(C2C=CC=CC=2)C2C=CC=CC=2)C=CC=CC=1.BrN1C(=O)CCC1=O.[Cl:28][C:29]1[CH:30]=[C:31](/[C:41](=[CH:45]\[CH:46]2[CH2:52][CH2:51][CH2:50][CH2:49][CH2:48][CH2:47]2)/[C:42](O)=[O:43])[CH:32]=[CH:33][C:34]=1[N:35]1[C:39]([CH3:40])=[N:38][N:37]=[N:36]1.[NH2:53][C:54]1[S:55][CH:56]=[CH:57][N:58]=1. The catalyst is C(Cl)Cl. The product is [Cl:28][C:29]1[CH:30]=[C:31](/[C:41](=[CH:45]\[CH:46]2[CH2:52][CH2:51][CH2:50][CH2:49][CH2:48][CH2:47]2)/[C:42]([NH:53][C:54]2[S:55][CH:56]=[CH:57][N:58]=2)=[O:43])[CH:32]=[CH:33][C:34]=1[N:35]1[C:39]([CH3:40])=[N:38][N:37]=[N:36]1. The yield is 0.660. (3) The reactants are [NH2:1][C:2]1[CH:7]=[CH:6][C:5]([C:8]2[N:9]([CH:24]3[CH2:27][CH2:26][CH2:25]3)[C:10]3[C:15]([C:16]=2[C:17]#[N:18])=[CH:14][CH:13]=[C:12]([O:19][CH2:20][CH2:21][O:22][CH3:23])[CH:11]=3)=[CH:4][CH:3]=1.C([O-])([O-])=O.[K+].[K+].Cl[C:35]([O:37][C:38]1[CH:43]=[CH:42][C:41]([O:44][CH3:45])=[CH:40][CH:39]=1)=[O:36]. The catalyst is CCOC(C)=O. The product is [CH3:45][O:44][C:41]1[CH:42]=[CH:43][C:38]([O:37][C:35](=[O:36])[NH:1][C:2]2[CH:3]=[CH:4][C:5]([C:8]3[N:9]([CH:24]4[CH2:27][CH2:26][CH2:25]4)[C:10]4[C:15]([C:16]=3[C:17]#[N:18])=[CH:14][CH:13]=[C:12]([O:19][CH2:20][CH2:21][O:22][CH3:23])[CH:11]=4)=[CH:6][CH:7]=2)=[CH:39][CH:40]=1. The yield is 0.980.